Dataset: Catalyst prediction with 721,799 reactions and 888 catalyst types from USPTO. Task: Predict which catalyst facilitates the given reaction. (1) Reactant: [ClH:1].CO[C:4]1[CH:5]=[C:6]2[C:9](=[CH:10][C:11]=1[O:12][CH3:13])[CH:8]([CH2:14][N:15](C)[CH2:16][CH2:17][C:18]([N:20]1[CH2:26][CH2:25][C:24]3[CH:27]=[C:28]([O:33][CH3:34])[C:29]([O:31][CH3:32])=[CH:30][C:23]=3[CH2:22][CH2:21]1)=[O:19])[CH2:7]2.C1C[O:39][CH2:38]C1. Product: [ClH:1].[CH3:13][O:12][C:11]1[C:10]([O:39][CH3:38])=[C:9]2[C:6]([CH2:7][CH:8]2[CH2:14][NH:15][CH2:16][CH2:17][C:18]([N:20]2[CH2:26][CH2:25][C:24]3[CH:27]=[C:28]([O:33][CH3:34])[C:29]([O:31][CH3:32])=[CH:30][C:23]=3[CH2:22][CH2:21]2)=[O:19])=[CH:5][CH:4]=1. The catalyst class is: 12. (2) Reactant: [CH3:1][C:2]1[C:10]([CH2:12][CH2:13][CH2:14][CH2:15][CH2:16][C:17]([OH:19])=[O:18])([CH3:11])[C:9]2[C:4](=[CH:5][CH:6]=[CH:7][CH:8]=2)[N:3]=1.[Br:20][CH2:21][CH2:22][O:23][CH2:24][CH2:25][O:26][CH3:27]. Product: [Br-:20].[C:17]([CH2:16][CH2:15][CH2:14][CH2:13][CH2:12][C:10]1([CH3:11])[C:9]2[C:4](=[CH:5][CH:6]=[CH:7][CH:8]=2)[N+:3]([CH2:21][CH2:22][O:23][CH2:24][CH2:25][O:26][CH3:27])=[C:2]1[CH3:1])([OH:19])=[O:18]. The catalyst class is: 27. (3) Reactant: [Cl:1]C[C:3]1[N:4]=[C:5]([N:9]2[CH2:14][CH2:13][O:12][CH2:11][CH2:10]2)[S:6][C:7]=1[CH3:8].[C:15]1([P:21]([C:28]2[CH:33]=[CH:32][CH:31]=[CH:30][CH:29]=2)[C:22]2[CH:27]=[CH:26][CH:25]=[CH:24][CH:23]=2)[CH:20]=[CH:19][CH:18]=[CH:17][CH:16]=1. Product: [Cl-:1].[CH3:8][C:7]1[S:6][C:5]([N:9]2[CH2:10][CH2:11][O:12][CH2:13][CH2:14]2)=[N:4][C:3]=1[P+:21]([C:22]1[CH:23]=[CH:24][CH:25]=[CH:26][CH:27]=1)([C:28]1[CH:33]=[CH:32][CH:31]=[CH:30][CH:29]=1)[C:15]1[CH:16]=[CH:17][CH:18]=[CH:19][CH:20]=1. The catalyst class is: 10. (4) Reactant: Cl.O.[C:3]([O:6][C:7]12[C:18]3[C:13](=[C:14]([N+:19]([O-])=O)[CH:15]=[CH:16][CH:17]=3)[C:12](=[O:22])[C:11]1([O:23][C:24](=[O:26])[CH3:25])[C:10]1[CH:27]=[CH:28][C:29]([CH:31]([CH3:33])[CH3:32])=[CH:30][C:9]=1[O:8]2)(=[O:5])[CH3:4]. Product: [C:3]([O:6][C:7]12[C:18]3[C:13](=[C:14]([NH2:19])[CH:15]=[CH:16][CH:17]=3)[C:12](=[O:22])[C:11]1([O:23][C:24](=[O:26])[CH3:25])[C:10]1[CH:27]=[CH:28][C:29]([CH:31]([CH3:33])[CH3:32])=[CH:30][C:9]=1[O:8]2)(=[O:5])[CH3:4]. The catalyst class is: 186. (5) Reactant: Br[C:2]1[CH:7]=[CH:6][N:5]=[C:4]([C:8]([O:10][CH3:11])=[O:9])[CH:3]=1.[CH3:12][C:13]1([CH3:29])[C:17]([CH3:19])([CH3:18])[O:16][B:15]([B:15]2[O:16][C:17]([CH3:19])([CH3:18])[C:13]([CH3:29])([CH3:12])[O:14]2)[O:14]1.C([O-])(=O)C.[K+].N#N. Product: [CH3:11][O:10][C:8]([C:4]1[CH:3]=[C:2]([B:15]2[O:16][C:17]([CH3:19])([CH3:18])[C:13]([CH3:29])([CH3:12])[O:14]2)[CH:7]=[CH:6][N:5]=1)=[O:9]. The catalyst class is: 294. (6) Reactant: [CH3:1][C:2]1[CH:7]=[C:6]([CH3:8])[CH:5]=[CH:4][C:3]=1[S:9][C:10]1[CH:16]=[CH:15][CH:14]=[CH:13][C:11]=1[NH2:12].Cl.[Cl:18][CH2:19][CH2:20][NH:21][CH2:22][CH2:23]Cl.COCCOCCO. Product: [CH3:8][C:6]1[CH:5]=[CH:4][C:3]([S:9][C:10]2[CH:16]=[CH:15][CH:14]=[CH:13][C:11]=2[N:12]2[CH2:23][CH2:22][NH:21][CH2:20][CH2:19]2)=[C:2]([CH3:1])[CH:7]=1.[ClH:18]. The catalyst class is: 6. (7) The catalyst class is: 2. Reactant: [F:1][C:2]1[CH:3]=[CH:4][C:5]([NH:8][NH2:9])=[N:6][CH:7]=1.[C:10](O)(=[O:14])[CH:11]([CH3:13])[CH3:12].C1C=C2N=NN(O)C2=CC=1.O.C(Cl)CCl.C(=O)(O)[O-].[Na+]. Product: [F:1][C:2]1[CH:3]=[CH:4][C:5]([NH:8][NH:9][C:10](=[O:14])[CH:11]([CH3:13])[CH3:12])=[N:6][CH:7]=1. (8) Reactant: FC(F)(F)S(O[C:7]1[CH2:13][CH:12]2[N:14]([C:15]([O:17][CH2:18][CH3:19])=[O:16])[CH:9]([CH2:10][CH2:11]2)[CH:8]=1)(=O)=O.[B:22]1([B:22]2[O:26][C:25]([CH3:28])([CH3:27])[C:24]([CH3:30])([CH3:29])[O:23]2)[O:26][C:25]([CH3:28])([CH3:27])[C:24]([CH3:30])([CH3:29])[O:23]1.C([O-])(=O)C.[K+].C(Cl)Cl. Product: [CH3:29][C:24]1([CH3:30])[C:25]([CH3:28])([CH3:27])[O:26][B:22]([C:7]2[CH2:13][CH:12]3[N:14]([C:15]([O:17][CH2:18][CH3:19])=[O:16])[CH:9]([CH2:10][CH2:11]3)[CH:8]=2)[O:23]1. The catalyst class is: 418. (9) Reactant: [NH2:1][C:2]1[N:3]([CH3:29])[C:4](=[O:28])[C:5]2([N:27]=1)[C:14]1[C:9](=[CH:10][CH:11]=[C:12](Br)[CH:13]=1)[CH2:8][CH2:7][CH:6]2[CH2:16][CH:17]1[CH2:22][CH2:21][N:20]([CH2:23][CH:24]([F:26])[F:25])[CH2:19][CH2:18]1.[Cl:30][C:31]1[CH:32]=[C:33](B(O)O)[CH:34]=[N:35][CH:36]=1.C([O-])([O-])=O.[Na+].[Na+]. The catalyst class is: 203. Product: [NH2:1][C:2]1[N:3]([CH3:29])[C:4](=[O:28])[C@@:5]2([N:27]=1)[C:14]1[C:9](=[CH:10][CH:11]=[C:12]([C:33]3[CH:34]=[N:35][CH:36]=[C:31]([Cl:30])[CH:32]=3)[CH:13]=1)[CH2:8][CH2:7][C@H:6]2[CH2:16][CH:17]1[CH2:22][CH2:21][N:20]([CH2:23][CH:24]([F:26])[F:25])[CH2:19][CH2:18]1. (10) Reactant: [CH3:1][C:2]1[CH:3]=[C:4]2[C:9](=[C:10]([CH:12](OC(N3C=CN=C3)=S)[C:13]([F:16])([F:15])[F:14])[CH:11]=1)[O:8][CH:7]([C:25]([F:28])([F:27])[F:26])[C:6]([C:29]([O:31][CH2:32][CH3:33])=[O:30])=[CH:5]2.[SiH](CC)(CC)CC.C(OOC(=O)C1C=CC=CC=1)(=O)C1C=CC=CC=1. Product: [CH3:1][C:2]1[CH:3]=[C:4]2[C:9](=[C:10]([CH2:12][C:13]([F:14])([F:15])[F:16])[CH:11]=1)[O:8][CH:7]([C:25]([F:28])([F:26])[F:27])[C:6]([C:29]([O:31][CH2:32][CH3:33])=[O:30])=[CH:5]2. The catalyst class is: 11.